This data is from Forward reaction prediction with 1.9M reactions from USPTO patents (1976-2016). The task is: Predict the product of the given reaction. (1) Given the reactants Cl[C:2]1[N:3]=[CH:4][C:5]([C:12]([O:14][CH3:15])=[O:13])=[N:6][C:7]=1[C:8]([F:11])([F:10])[F:9].[CH3:16]B1OB(C)OB(C)O1.C(=O)([O-])[O-].[K+].[K+], predict the reaction product. The product is: [CH3:16][C:2]1[N:3]=[CH:4][C:5]([C:12]([O:14][CH3:15])=[O:13])=[N:6][C:7]=1[C:8]([F:11])([F:10])[F:9]. (2) Given the reactants [N:1]1[N:5]2[C:6]3[C:11]([CH:12]=[CH:13][C:4]2=[N:3][N:2]=1)=[C:10]([CH2:14][CH:15]=O)[CH:9]=[CH:8][CH:7]=3.[F:17][CH:18]([F:35])[C:19]1[CH:28]=[CH:27][C:26]2[C:21](=[CH:22][CH:23]=[CH:24][C:25]=2[N:29]2[CH2:34][CH2:33][NH:32][CH2:31][CH2:30]2)[N:20]=1.C(O[BH-](OC(=O)C)OC(=O)C)(=O)C.[Na+].[Cl:50]CCCl, predict the reaction product. The product is: [ClH:50].[ClH:50].[F:35][CH:18]([F:17])[C:19]1[CH:28]=[CH:27][C:26]2[C:21](=[CH:22][CH:23]=[CH:24][C:25]=2[N:29]2[CH2:30][CH2:31][N:32]([CH2:15][CH2:14][C:10]3[CH:9]=[CH:8][CH:7]=[C:6]4[C:11]=3[CH:12]=[CH:13][C:4]3[N:5]4[N:1]=[N:2][N:3]=3)[CH2:33][CH2:34]2)[N:20]=1. (3) Given the reactants Cl.[N:2]1[CH:7]=[CH:6][C:5]([CH2:8]Cl)=[CH:4][CH:3]=1.[CH3:10][NH2:11], predict the reaction product. The product is: [CH3:10][NH:11][CH2:8][C:5]1[CH:6]=[CH:7][N:2]=[CH:3][CH:4]=1. (4) Given the reactants [CH3:1][C:2]1[NH:3][C:4]2[C:9]([C:10]=1[CH3:11])=[CH:8][C:7]([O:12][C:13]1[C:22]3[C:17](=[CH:18][C:19]([OH:25])=[C:20]([O:23][CH3:24])[CH:21]=3)[N:16]=[CH:15][N:14]=1)=[CH:6][CH:5]=2.C1(P(C2C=CC=CC=2)C2C=CC=CC=2)C=CC=CC=1.O[CH2:46][CH2:47][N:48]1[CH2:52][CH2:51][CH2:50][CH2:49]1.N(C(OC(C)C)=O)=NC(OC(C)C)=O, predict the reaction product. The product is: [CH3:1][C:2]1[NH:3][C:4]2[C:9]([C:10]=1[CH3:11])=[CH:8][C:7]([O:12][C:13]1[C:22]3[C:17](=[CH:18][C:19]([O:25][CH2:46][CH2:47][N:48]4[CH2:52][CH2:51][CH2:50][CH2:49]4)=[C:20]([O:23][CH3:24])[CH:21]=3)[N:16]=[CH:15][N:14]=1)=[CH:6][CH:5]=2. (5) Given the reactants [CH3:1][C:2]1[C:10]2[C:5](=[CH:6][CH:7]=[CH:8][C:9]=2[CH2:11][NH2:12])[N:4]([CH:13]2[CH2:18][CH2:17][CH2:16][CH2:15][O:14]2)[N:3]=1.[CH3:19][C:20]([O:23][C:24](O[C:24]([O:23][C:20]([CH3:22])([CH3:21])[CH3:19])=[O:25])=[O:25])([CH3:22])[CH3:21], predict the reaction product. The product is: [CH3:1][C:2]1[C:10]2[C:5](=[CH:6][CH:7]=[CH:8][C:9]=2[CH2:11][NH:12][C:24](=[O:25])[O:23][C:20]([CH3:22])([CH3:21])[CH3:19])[N:4]([CH:13]2[CH2:18][CH2:17][CH2:16][CH2:15][O:14]2)[N:3]=1. (6) Given the reactants [NH2:1][C:2]1[C:7]([C:8]([OH:10])=[O:9])=[CH:6][CH:5]=[CH:4][N:3]=1.S(=O)(=O)(O)O.[C:16](=O)(O)[O-].[Na+], predict the reaction product. The product is: [NH2:1][C:2]1[C:7]([C:8]([O:10][CH3:16])=[O:9])=[CH:6][CH:5]=[CH:4][N:3]=1. (7) Given the reactants [Cl:1][C:2]1[CH:3]=[N:4][CH:5]=[C:6]([Cl:20])[C:7]=1[S:8][C:9]1[S:13][C:12]([C:14]([OH:16])=O)=[CH:11][C:10]=1[N+:17]([O-:19])=[O:18].[NH2:21][CH2:22][C:23]1([OH:30])[CH2:28][CH2:27][N:26]([CH3:29])[CH2:25][CH2:24]1, predict the reaction product. The product is: [Cl:20][C:6]1[CH:5]=[N:4][CH:3]=[C:2]([Cl:1])[C:7]=1[S:8][C:9]1[S:13][C:12]([C:14]([NH:21][CH2:22][C:23]2([OH:30])[CH2:28][CH2:27][N:26]([CH3:29])[CH2:25][CH2:24]2)=[O:16])=[CH:11][C:10]=1[N+:17]([O-:19])=[O:18].